This data is from Forward reaction prediction with 1.9M reactions from USPTO patents (1976-2016). The task is: Predict the product of the given reaction. (1) Given the reactants [S:1]1[CH:5]=[CH:4][CH:3]=[C:2]1[C:6]([O:8][CH2:9][CH3:10])=[O:7].[Li+].CC([N-]C(C)C)C.[F:19][C:20]1[CH:21]=[C:22]([CH:32]=[CH:33][CH:34]=1)[C:23]([C:25]1[CH:30]=[CH:29][CH:28]=[C:27]([F:31])[CH:26]=1)=[O:24], predict the reaction product. The product is: [F:19][C:20]1[CH:21]=[C:22]([C:23]([C:25]2[CH:30]=[CH:29][CH:28]=[C:27]([F:31])[CH:26]=2)([OH:24])[C:5]2[S:1][C:2]([C:6]([O:8][CH2:9][CH3:10])=[O:7])=[CH:3][CH:4]=2)[CH:32]=[CH:33][CH:34]=1. (2) Given the reactants [NH2:1][CH2:2][CH2:3][CH2:4][O:5][C:6]1[CH:11]=[C:10]([CH3:12])[C:9]([C:13]2[CH:18]=[CH:17][CH:16]=[C:15]([CH2:19][C:20]([O:22][CH3:23])=[O:21])[C:14]=2[CH3:24])=[C:8]([CH3:25])[CH:7]=1.C(N(CC)CC)C.[CH3:33][S:34](Cl)(=[O:36])=[O:35], predict the reaction product. The product is: [CH3:24][C:14]1[C:15]([CH2:19][C:20]([O:22][CH3:23])=[O:21])=[CH:16][CH:17]=[CH:18][C:13]=1[C:9]1[C:10]([CH3:12])=[CH:11][C:6]([O:5][CH2:4][CH2:3][CH2:2][NH:1][S:34]([CH3:33])(=[O:36])=[O:35])=[CH:7][C:8]=1[CH3:25]. (3) Given the reactants Br[CH2:2][C@@H:3]([CH3:23])[CH2:4][N:5]1[C:9]2[CH:10]=[CH:11][CH:12]=[CH:13][C:8]=2[N:7]([C:14]2[CH:19]=[CH:18][CH:17]=[CH:16][C:15]=2[F:20])[S:6]1(=[O:22])=[O:21].FC1C=CC=C[C:26]=1[N:31]1C2C=CC=CC=2NS1(=O)=O.BrC[C@@H](C)CO, predict the reaction product. The product is: [F:20][C:15]1[CH:16]=[CH:17][CH:18]=[CH:19][C:14]=1[N:7]1[C:8]2[CH:13]=[CH:12][CH:11]=[CH:10][C:9]=2[N:5]([CH2:4][C@H:3]([CH3:23])[CH2:2][NH:31][CH3:26])[S:6]1(=[O:22])=[O:21]. (4) Given the reactants Br[C:2]1[CH:3]=[C:4]([S:8]([NH:11][CH2:12][CH2:13][CH2:14][N:15]([CH2:18][CH3:19])[CH2:16][CH3:17])(=[O:10])=[O:9])[CH:5]=[CH:6][CH:7]=1.[N:20]1[CH:25]=[CH:24][C:23](/[CH:26]=[CH:27]/[C:28]2[CH:29]=[C:30]([NH2:34])[CH:31]=[CH:32][CH:33]=2)=[CH:22][CH:21]=1.CC(C1C=C(C(C)C)C(C2C=CC=CC=2P(C2CCCCC2)C2CCCCC2)=C(C(C)C)C=1)C.C([O-])([O-])=O.[K+].[K+], predict the reaction product. The product is: [CH2:16]([N:15]([CH2:18][CH3:19])[CH2:14][CH2:13][CH2:12][NH:11][S:8]([C:4]1[CH:5]=[CH:6][CH:7]=[C:2]([NH:34][C:30]2[CH:31]=[CH:32][CH:33]=[C:28]([CH:27]=[CH:26][C:23]3[CH:24]=[CH:25][N:20]=[CH:21][CH:22]=3)[CH:29]=2)[CH:3]=1)(=[O:10])=[O:9])[CH3:17]. (5) Given the reactants Br[C:2]1[CH:11]=[CH:10][C:5]2[N:6]([CH3:9])[N:7]=[N:8][C:4]=2[CH:3]=1.C(O[K])(C)=O.[CH3:17][C:18]1([CH3:34])[C:22]([CH3:24])([CH3:23])[O:21][B:20]([B:20]2[O:21][C:22]([CH3:24])([CH3:23])[C:18]([CH3:34])([CH3:17])[O:19]2)[O:19]1, predict the reaction product. The product is: [CH3:9][N:6]1[C:5]2[CH:10]=[CH:11][C:2]([B:20]3[O:21][C:22]([CH3:24])([CH3:23])[C:18]([CH3:34])([CH3:17])[O:19]3)=[CH:3][C:4]=2[N:8]=[N:7]1. (6) Given the reactants [N:1]([CH2:4][C@H:5]1[CH2:10][CH2:9][C@H:8]([N:11]2[C:16]3[C:17]4[CH:23]=[CH:22][N:21]([CH2:24][O:25][CH2:26][CH2:27][Si:28]([CH3:31])([CH3:30])[CH3:29])[C:18]=4[N:19]=[CH:20][C:15]=3[C:14](=[O:32])[NH:13][CH2:12]2)[CH2:7][CH2:6]1)=[N+:2]=[N-:3].[H-].[Na+].[CH2:35](I)[CH3:36].O, predict the reaction product. The product is: [N:1]([CH2:4][C@H:5]1[CH2:10][CH2:9][C@H:8]([N:11]2[C:16]3[C:17]4[CH:23]=[CH:22][N:21]([CH2:24][O:25][CH2:26][CH2:27][Si:28]([CH3:29])([CH3:31])[CH3:30])[C:18]=4[N:19]=[CH:20][C:15]=3[C:14](=[O:32])[N:13]([CH2:35][CH3:36])[CH2:12]2)[CH2:7][CH2:6]1)=[N+:2]=[N-:3].